Dataset: Experimentally validated miRNA-target interactions with 360,000+ pairs, plus equal number of negative samples. Task: Binary Classification. Given a miRNA mature sequence and a target amino acid sequence, predict their likelihood of interaction. The miRNA is hsa-miR-612 with sequence GCUGGGCAGGGCUUCUGAGCUCCUU. The protein sequence of the target gene is MADPEVCCFITKILCAHGGRMALDALLQEIALSEPQLCEVLQVAGPDRFVVLETGGEAGITRSVVATTRARVCRRKYCQRPCDNLHLCKLNLLGRCNYSQSERNLCKYSHEVLSEENFKVLKNHELSGLNKEELAVLLLQSDPFFMPEICKSYKGEGRQQICNQQPPCSRLHICDHFTRGNCRFPNCLRSHNLMDRKVLAIMREHGLNPDVVQNIQDICNSKHMQKNPPGPRAPSSHRRNMAYRARSKSRDRFFQGSQEFLASASASAERSCTPSPDQISHRASLEDAPVDDLTRKFTYL.... Result: 1 (interaction).